Dataset: Full USPTO retrosynthesis dataset with 1.9M reactions from patents (1976-2016). Task: Predict the reactants needed to synthesize the given product. (1) Given the product [C:1]([C:5]1[CH:6]=[C:7]([CH:8]=[CH:9][CH:10]=1)[O:11][CH2:13][CH2:14][CH:15]1[O:20][CH2:19][CH2:18][CH2:17][O:16]1)([CH3:4])([CH3:2])[CH3:3], predict the reactants needed to synthesize it. The reactants are: [C:1]([C:5]1[CH:6]=[C:7]([OH:11])[CH:8]=[CH:9][CH:10]=1)([CH3:4])([CH3:3])[CH3:2].Br[CH2:13][CH2:14][CH:15]1[O:20][CH2:19][CH2:18][CH2:17][O:16]1.C(=O)([O-])[O-].[K+].[K+]. (2) Given the product [Br:17][C:18]1[CH:23]=[CH:22][C:21]([C:24]#[C:25][C:2]2[CH:9]=[N:8][CH:7]=[CH:6][C:3]=2[C:4]#[N:5])=[CH:20][CH:19]=1, predict the reactants needed to synthesize it. The reactants are: I[C:2]1[CH:9]=[N:8][CH:7]=[CH:6][C:3]=1[C:4]#[N:5].C(N(CC)CC)C.[Br:17][C:18]1[CH:23]=[CH:22][C:21]([C:24]#[CH:25])=[CH:20][CH:19]=1. (3) Given the product [OH:11][C:9]1[CH:8]=[C:7]([CH:6]=[C:5]([O:4][CH2:1][CH2:2][CH3:3])[CH:10]=1)[O:12][CH2:25][CH2:24][CH2:23][CH2:22][CH2:21][CH2:20][NH:19][C:18](=[O:27])[O:17][C:13]([CH3:16])([CH3:15])[CH3:14], predict the reactants needed to synthesize it. The reactants are: [CH2:1]([O:4][C:5]1[CH:6]=[C:7]([OH:12])[CH:8]=[C:9]([OH:11])[CH:10]=1)[CH2:2][CH3:3].[C:13]([O:17][C:18](=[O:27])[NH:19][CH2:20][CH2:21][CH2:22][CH2:23][CH2:24][CH2:25]Br)([CH3:16])([CH3:15])[CH3:14].C(=O)([O-])[O-].[K+].[K+].Cl. (4) Given the product [Cl:1][C:2]1[CH:3]=[C:4]([N:9]2[C:13]([C:14]3[CH:19]=[CH:18][CH:17]=[C:16]([F:20])[CH:15]=3)=[CH:12][C:11]([C:21]([OH:23])=[O:22])=[N:10]2)[CH:5]=[CH:6][C:7]=1[F:8], predict the reactants needed to synthesize it. The reactants are: [Cl:1][C:2]1[CH:3]=[C:4]([N:9]2[C:13]([C:14]3[CH:19]=[CH:18][CH:17]=[C:16]([F:20])[CH:15]=3)=[CH:12][C:11]([C:21]([O:23]CC)=[O:22])=[N:10]2)[CH:5]=[CH:6][C:7]=1[F:8].ClC1C=C(N2C(C3C=C(F)C=C(Cl)C=3)=CC(C(O)=O)=N2)C=CC=1F. (5) Given the product [Br:17][C:18]1[C:19]([CH3:28])=[C:20]2[C:24](=[CH:25][CH:26]=1)[NH:23][C:22](=[O:27])[C:21]2=[CH:1][C:3]1[NH:4][C:5]2[CH2:6][CH2:7][CH2:8][CH2:9][C:10]=2[C:11]=1[CH2:12][CH2:16][C:35]([OH:38])=[O:37], predict the reactants needed to synthesize it. The reactants are: [CH:1]([C:3]1[NH:4][C:5]2[CH2:6][CH2:7][CH2:8][CH2:9][C:10]=2[C:11]=1[CH:12]([CH3:16])C(O)=O)=O.[Br:17][C:18]1[C:19]([CH3:28])=[C:20]2[C:24](=[CH:25][CH:26]=1)[NH:23][C:22](=[O:27])[CH2:21]2.N1CCCCC1.[C:35]([OH:38])(=[O:37])C. (6) Given the product [C:27]([C:26]1[NH:25][C:3]2[C:4]([N:17]3[CH2:21][CH2:20][C@H:19]([N:22]([CH3:24])[CH3:23])[CH2:18]3)=[C:5]([C:11]3[CH:16]=[CH:15][CH:14]=[CH:13][CH:12]=3)[C:6]([CH3:10])=[C:7]([C:8]#[N:9])[C:2]=2[N:1]=1)([CH3:30])([CH3:29])[CH3:28], predict the reactants needed to synthesize it. The reactants are: [NH2:1][C:2]1[C:7]([C:8]#[N:9])=[C:6]([CH3:10])[C:5]([C:11]2[CH:16]=[CH:15][CH:14]=[CH:13][CH:12]=2)=[C:4]([N:17]2[CH2:21][CH2:20][C@H:19]([N:22]([CH3:24])[CH3:23])[CH2:18]2)[C:3]=1[NH:25][C:26](=O)[C:27]([CH3:30])([CH3:29])[CH3:28].[OH-].[Na+]. (7) Given the product [F:7][C:8]1[CH:13]=[C:12]([F:14])[CH:11]=[CH:10][C:9]=1[N:5]1[CH:6]=[C:2]([C:26]2[CH:27]=[CH:28][C:29]3[CH2:36][C@H:35]4[C@:37]5([CH2:41][N:40]([CH2:42][C:43]([F:46])([F:45])[F:44])[S:39](=[O:47])(=[O:48])[NH:38]5)[C@H:32]([CH2:33][CH2:34]4)[CH2:31][C:30]=3[CH:49]=2)[N:3]=[CH:4]1, predict the reactants needed to synthesize it. The reactants are: Br[C:2]1[N:3]=[CH:4][NH:5][CH:6]=1.[F:7][C:8]1[CH:13]=[C:12]([F:14])[CH:11]=[CH:10][C:9]=1B(O)O.CC1(C)C(C)(C)OB([C:26]2[CH:27]=[CH:28][C:29]3[CH2:36][C@H:35]4[C@:37]5([CH2:41][N:40]([CH2:42][C:43]([F:46])([F:45])[F:44])[S:39](=[O:48])(=[O:47])[NH:38]5)[C@H:32]([CH2:33][CH2:34]4)[CH2:31][C:30]=3[CH:49]=2)O1. (8) The reactants are: C(OC([N:8]1[CH2:13][CH2:12][N:11]([C:14]2[N:15]([C:25]3[CH:30]=[CH:29][C:28]([C:31]4[CH:36]=[CH:35][N:34]=[CH:33][CH:32]=4)=[CH:27][CH:26]=3)[C:16]3[C:21]([C:22]=2[CH:23]=[O:24])=[CH:20][CH:19]=[CH:18][CH:17]=3)[CH2:10][CH2:9]1)=O)(C)(C)C.FC(F)(F)C(O)=O. Given the product [N:11]1([C:14]2[N:15]([C:25]3[CH:26]=[CH:27][C:28]([C:31]4[CH:32]=[CH:33][N:34]=[CH:35][CH:36]=4)=[CH:29][CH:30]=3)[C:16]3[C:21]([C:22]=2[CH:23]=[O:24])=[CH:20][CH:19]=[CH:18][CH:17]=3)[CH2:10][CH2:9][NH:8][CH2:13][CH2:12]1, predict the reactants needed to synthesize it.